The task is: Predict the product of the given reaction.. This data is from Forward reaction prediction with 1.9M reactions from USPTO patents (1976-2016). (1) Given the reactants [CH:1]1[C:10]2[C:5](=[CH:6][CH:7]=[CH:8][CH:9]=2)[CH:4]=[CH:3][C:2]=1[S:11]([CH2:14][CH:15]([C:20]1[CH:25]=[CH:24][CH:23]=[CH:22][CH:21]=1)[CH2:16][C:17](O)=[O:18])(=[O:13])=[O:12].CN(C=O)C.C(Cl)(=O)C(Cl)=O.[NH2:37][C@H:38]1[C:46]2[C:41](=[CH:42][C:43]([CH2:47][OH:48])=[CH:44][CH:45]=2)[CH2:40][CH2:39]1.C(=O)([O-])[O-].[Na+].[Na+], predict the reaction product. The product is: [OH:48][CH2:47][C:43]1[CH:42]=[C:41]2[C:46](=[CH:45][CH:44]=1)[C@H:38]([NH:37][C:17](=[O:18])[CH2:16][CH:15]([C:20]1[CH:21]=[CH:22][CH:23]=[CH:24][CH:25]=1)[CH2:14][S:11]([C:2]1[CH:3]=[CH:4][C:5]3[C:10](=[CH:9][CH:8]=[CH:7][CH:6]=3)[CH:1]=1)(=[O:13])=[O:12])[CH2:39][CH2:40]2. (2) Given the reactants [C:1]([C:3]1[CH:4]=[C:5]2[C:9](=[CH:10][CH:11]=1)[CH2:8][CH:7]([NH:12]C(=O)OC(C)(C)C)[CH2:6]2)#[N:2].[ClH:20], predict the reaction product. The product is: [ClH:20].[NH2:12][CH:7]1[CH2:6][C:5]2[C:9](=[CH:10][CH:11]=[C:3]([C:1]#[N:2])[CH:4]=2)[CH2:8]1. (3) Given the reactants [CH2:1]([N:3]([CH:7]1[CH2:11][CH2:10][NH:9][CH2:8]1)[C:4](=[O:6])[CH3:5])[CH3:2].F[C:13]1[CH:18]=CC([N+]([O-])=O)=[CH:15][CH:14]=1.[H][H].NC1C=CC=CC=1.[CH:31]1N=C[N:33]([C:36]([N:38]2C=N[CH:40]=[CH:39]2)=[O:37])[CH:32]=1.[CH:43]1([O:48][C:49]2[CH:55]=[CH:54]C(N)=C[CH:50]=2)[CH2:47][CH2:46][CH2:45][CH2:44]1, predict the reaction product. The product is: [CH:43]1([O:48][C:49]2[CH:50]=[CH:40][C:39]([NH:38][C:36](=[O:37])[NH:33][C:32]3[CH:31]=[CH:15][C:14]([N:9]4[CH2:10][CH2:11][CH:7]([N:3]([CH2:1][CH3:2])[C:4](=[O:6])[CH3:5])[CH2:8]4)=[CH:13][CH:18]=3)=[CH:54][CH:55]=2)[CH2:44][CH2:45][CH2:46][CH2:47]1. (4) Given the reactants Br[C:2]1[C:3]2[N:4]([CH:9]=[CH:10][N:11]=2)[N:5]=[C:6]([Cl:8])[CH:7]=1.[NH2:12][C:13]1[N:18]=[CH:17][C:16]([C:19]([N:21]2[CH2:26][CH2:25][O:24][CH2:23][CH2:22]2)=[O:20])=[CH:15][CH:14]=1.[H-].[Na+], predict the reaction product. The product is: [Cl:8][C:6]1[CH:7]=[C:2]([NH:12][C:13]2[N:18]=[CH:17][C:16]([C:19]([N:21]3[CH2:26][CH2:25][O:24][CH2:23][CH2:22]3)=[O:20])=[CH:15][CH:14]=2)[C:3]2[N:4]([CH:9]=[CH:10][N:11]=2)[N:5]=1. (5) Given the reactants Br[C:2]1[C:7]([O:8][CH3:9])=[CH:6][N:5]([CH:10]([CH3:27])[C:11]([NH:13][C:14]2[CH:26]=[CH:25][C:17]([C:18]([O:20][C:21]([CH3:24])([CH3:23])[CH3:22])=[O:19])=[CH:16][CH:15]=2)=[O:12])[C:4](=[O:28])[CH:3]=1.[Cl:29][C:30]1[CH:31]=[CH:32][C:33]([CH3:39])=[C:34](B(O)O)[CH:35]=1.C(=O)([O-])[O-].[K+].[K+], predict the reaction product. The product is: [Cl:29][C:30]1[CH:35]=[CH:34][C:33]([CH3:39])=[C:32]([C:2]2[C:7]([O:8][CH3:9])=[CH:6][N:5]([CH:10]([CH3:27])[C:11]([NH:13][C:14]3[CH:26]=[CH:25][C:17]([C:18]([O:20][C:21]([CH3:24])([CH3:23])[CH3:22])=[O:19])=[CH:16][CH:15]=3)=[O:12])[C:4](=[O:28])[CH:3]=2)[CH:31]=1. (6) Given the reactants [F:1][C:2]([F:17])([F:16])[C:3]1[CH:8]=[CH:7][C:6]([C:9]2[S:10][C:11]([CH2:14]O)=[CH:12][N:13]=2)=[CH:5][CH:4]=1.CCN(CC)CC.CS([Cl:29])(=O)=O.CCCCCCC.CCOC(C)=O, predict the reaction product. The product is: [Cl:29][CH2:14][C:11]1[S:10][C:9]([C:6]2[CH:7]=[CH:8][C:3]([C:2]([F:17])([F:16])[F:1])=[CH:4][CH:5]=2)=[N:13][CH:12]=1.